From a dataset of Reaction yield outcomes from USPTO patents with 853,638 reactions. Predict the reaction yield, written as a fraction of the theoretical maximum amount of product (1.0 means a 100% yield; for example, 0.34 means a 34% yield). (1) The reactants are [Br:1][CH2:2][CH2:3][CH2:4][O:5][C:6]1[CH:15]=[CH:14][C:9]([C:10]([O:12][CH3:13])=[O:11])=[CH:8][C:7]=1[O:16][CH3:17].[N:18]([O-:20])=[O:19].[Na+].C(O)(=O)C.[N+]([O-])(O)=O. The catalyst is O. The product is [CH3:17][O:16][C:7]1[C:6]([O:5][CH2:4][CH2:3][CH2:2][Br:1])=[CH:15][C:14]([N+:18]([O-:20])=[O:19])=[C:9]([CH:8]=1)[C:10]([O:12][CH3:13])=[O:11]. The yield is 0.920. (2) The reactants are O[C:2]1[CH:7]=[C:6]([OH:8])[CH:5]=[CH:4][C:3]=1[CH:9]1[CH2:18][C:17]2[C:12](=[CH:13][C:14]([O:19][CH3:20])=[CH:15][CH:16]=2)[C:11]([CH3:22])([CH3:21])[C:10]1=[O:23].[F:24][C:25]([F:38])([F:37])[S:26](O[S:26]([C:25]([F:38])([F:37])[F:24])(=[O:28])=[O:27])(=[O:28])=[O:27].C(N(C(C)C)CC)(C)C.P([O-])([O-])(O)=O.[K+].[K+]. The catalyst is C(Cl)Cl. The product is [CH3:20][O:19][C:14]1[CH:15]=[C:16]2[C:17](=[CH:12][CH:13]=1)[CH2:18][C:9]1[C:3]3[CH:2]=[CH:7][C:6]([O:8][S:26]([C:25]([F:38])([F:37])[F:24])(=[O:28])=[O:27])=[CH:5][C:4]=3[O:23][C:10]=1[C:11]2([CH3:21])[CH3:22]. The yield is 0.640.